This data is from Catalyst prediction with 721,799 reactions and 888 catalyst types from USPTO. The task is: Predict which catalyst facilitates the given reaction. (1) Reactant: [F:1][C:2]([F:21])([F:20])[C:3]1[CH:4]=[C:5]([C:13]2[CH:17]=[C:16]([CH2:18]O)[O:15][N:14]=2)[CH:6]=[C:7]([C:9]([F:12])([F:11])[F:10])[CH:8]=1.S(Cl)([Cl:24])=O. Product: [F:1][C:2]([F:21])([F:20])[C:3]1[CH:4]=[C:5]([C:13]2[CH:17]=[C:16]([CH2:18][Cl:24])[O:15][N:14]=2)[CH:6]=[C:7]([C:9]([F:12])([F:11])[F:10])[CH:8]=1. The catalyst class is: 11. (2) Reactant: [F:1][C:2]([F:17])([S:13]([O-:16])(=[O:15])=[O:14])[C:3]([F:12])([F:11])[C:4]([F:10])([F:9])[C:5]([F:8])([F:7])[F:6].[OH:18][C:19]1[CH:24]=[CH:23][C:22]([S+:25]([C:36]2[CH:41]=[CH:40][C:39]([C:42]([CH3:45])([CH3:44])[CH3:43])=[CH:38][CH:37]=2)[C:26]2[CH:31]=[CH:30][C:29]([C:32]([CH3:35])([CH3:34])[CH3:33])=[CH:28][CH:27]=2)=[CH:21][CH:20]=1.C(=O)([O-])[O-].[K+].[K+].CN(C)CCN(C)C.[CH:60]([O:62][CH2:63][CH2:64]Cl)=[CH2:61]. Product: [F:17][C:2]([F:1])([S:13]([O-:16])(=[O:15])=[O:14])[C:3]([F:11])([F:12])[C:4]([F:10])([F:9])[C:5]([F:8])([F:7])[F:6].[CH:60]([O:62][CH2:63][CH2:64][O:18][C:19]1[CH:24]=[CH:23][C:22]([S+:25]([C:36]2[CH:37]=[CH:38][C:39]([C:42]([CH3:45])([CH3:44])[CH3:43])=[CH:40][CH:41]=2)[C:26]2[CH:31]=[CH:30][C:29]([C:32]([CH3:35])([CH3:34])[CH3:33])=[CH:28][CH:27]=2)=[CH:21][CH:20]=1)=[CH2:61]. The catalyst class is: 16. (3) Reactant: [CH3:1][C:2]1[O:3][C:4]([C:9]2[CH:14]=[CH:13][CH:12]=[CH:11][CH:10]=2)=[CH:5][C:6]=1[CH:7]=[O:8].[Br:15]N1C(=O)CCC1=O. Product: [Br:15][C:5]1[C:6]([CH:7]=[O:8])=[C:2]([CH3:1])[O:3][C:4]=1[C:9]1[CH:14]=[CH:13][CH:12]=[CH:11][CH:10]=1. The catalyst class is: 10. (4) Reactant: [C:1]([O:5][C:6]([N:8]1[CH2:13][CH2:12][CH2:11][C@@H:10]([NH:14][C:15]2[C:23]3[C:18](=[N:19][CH:20]=[CH:21][C:22]=3[O:24][C:25]3[CH:33]=[CH:32][C:28]([C:29]([OH:31])=O)=[CH:27][CH:26]=3)[N:17]([CH2:34][C:35]3[CH:40]=[CH:39][C:38]([O:41][CH3:42])=[CH:37][CH:36]=3)[N:16]=2)[CH2:9]1)=[O:7])([CH3:4])([CH3:3])[CH3:2].[CH3:43][C:44]1[CH:49]=[CH:48][N:47]=[C:46]([NH2:50])[CH:45]=1.O=P(Cl)(Cl)Cl.O. The catalyst class is: 17. Product: [CH3:42][O:41][C:38]1[CH:39]=[CH:40][C:35]([CH2:34][N:17]2[C:18]3=[N:19][CH:20]=[CH:21][C:22]([O:24][C:25]4[CH:33]=[CH:32][C:28]([C:29](=[O:31])[NH:50][C:46]5[CH:45]=[C:44]([CH3:43])[CH:49]=[CH:48][N:47]=5)=[CH:27][CH:26]=4)=[C:23]3[C:15]([NH:14][C@@H:10]3[CH2:11][CH2:12][CH2:13][N:8]([C:6]([O:5][C:1]([CH3:4])([CH3:3])[CH3:2])=[O:7])[CH2:9]3)=[N:16]2)=[CH:36][CH:37]=1. (5) Product: [N:34]1[CH:35]=[CH:36][CH:37]=[CH:38][C:33]=1[CH2:32][CH2:31][N:3]1[C:4]2[C:9](=[CH:8][C:7]([NH:12][C:13]([C:15]3[C:16]([C:21]4[CH:22]=[CH:23][C:24]([C:27]([F:30])([F:28])[F:29])=[CH:25][CH:26]=4)=[CH:17][CH:18]=[CH:19][CH:20]=3)=[O:14])=[CH:6][CH:5]=2)[CH2:10][CH2:11][CH2:2]1. Reactant: O=[C:2]1[CH2:11][CH2:10][C:9]2[C:4](=[CH:5][CH:6]=[C:7]([NH:12][C:13]([C:15]3[C:16]([C:21]4[CH:26]=[CH:25][C:24]([C:27]([F:30])([F:29])[F:28])=[CH:23][CH:22]=4)=[CH:17][CH:18]=[CH:19][CH:20]=3)=[O:14])[CH:8]=2)[N:3]1[CH2:31][CH2:32][C:33]1[CH:38]=[CH:37][CH:36]=[CH:35][N:34]=1.[H-].[Al+3].[Li+].[H-].[H-].[H-].C(OCC)(=O)C.O. The catalyst class is: 7. (6) Reactant: [Br:1][C:2]1[CH:3]=[C:4]([CH:6]=[C:7]([I:9])[CH:8]=1)[NH2:5].N1C=CC=CC=1.Cl[C:17]([O:19][CH3:20])=[O:18]. Product: [CH3:20][O:19][C:17](=[O:18])[NH:5][C:4]1[CH:6]=[C:7]([I:9])[CH:8]=[C:2]([Br:1])[CH:3]=1. The catalyst class is: 2. (7) Reactant: [CH3:1][N:2]1[CH2:7][CH2:6][CH2:5][NH:4][C:3]1=[O:8].[H-].[Na+].Cl[CH2:12][CH2:13][CH2:14][CH2:15][CH2:16][O:17][C:18]1[CH:23]=[CH:22][CH:21]=[CH:20][C:19]=1/[CH:24]=[CH:25]/[CH:26]([CH2:39][C:40]1[CH:45]=[CH:44][C:43]([C:46]([O:48][CH3:49])=[O:47])=[CH:42][CH:41]=1)[CH2:27][CH2:28][C:29]1[CH:38]=[CH:37][C:32]([C:33]([O:35][CH3:36])=[O:34])=[CH:31][CH:30]=1.[I-].[K+].[Cl-].[NH4+]. The catalyst class is: 3. Product: [CH3:49][O:48][C:46]([C:43]1[CH:44]=[CH:45][C:40]([CH2:39][CH:26](/[CH:25]=[CH:24]/[C:19]2[CH:20]=[CH:21][CH:22]=[CH:23][C:18]=2[O:17][CH2:16][CH2:15][CH2:14][CH2:13][CH2:12][N:4]2[CH2:5][CH2:6][CH2:7][N:2]([CH3:1])[C:3]2=[O:8])[CH2:27][CH2:28][C:29]2[CH:38]=[CH:37][C:32]([C:33]([O:35][CH3:36])=[O:34])=[CH:31][CH:30]=2)=[CH:41][CH:42]=1)=[O:47]. (8) Reactant: [F:1][C:2]([F:23])([C:17]1[CH:22]=[CH:21][CH:20]=[CH:19][CH:18]=1)[CH2:3][NH:4][C:5]1[C:6](=[O:16])[N:7]([CH2:12][CH2:13][CH2:14]Br)[C:8]([CH3:11])=[CH:9][N:10]=1.[NH2:24][C:25]1[CH:30]=[CH:29][N:28]=[CH:27][CH:26]=1.N1C(C)=CC=CC=1C. Product: [F:1][C:2]([F:23])([C:17]1[CH:22]=[CH:21][CH:20]=[CH:19][CH:18]=1)[CH2:3][NH:4][C:5]1[C:6](=[O:16])[N:7]([CH2:12][CH2:13][CH2:14][C:27]2[CH:26]=[C:25]([NH2:24])[CH:30]=[CH:29][N:28]=2)[C:8]([CH3:11])=[CH:9][N:10]=1. The catalyst class is: 12. (9) Reactant: Cl[C:2]1[N:10]=[C:9]([CH3:11])[N:8]=[C:7]2[C:3]=1[N:4]=[C:5]([C:12]1[CH:17]=[CH:16][CH:15]=[CH:14][C:13]=1[Cl:18])[NH:6]2.[CH2:19]([N:21]1[CH2:26][CH2:25][NH:24][CH2:23][CH2:22]1)[CH3:20].C(N(CC)CC)C. Product: [Cl:18][C:13]1[CH:14]=[CH:15][CH:16]=[CH:17][C:12]=1[C:5]1[NH:6][C:7]2[C:3]([N:4]=1)=[C:2]([N:24]1[CH2:25][CH2:26][N:21]([CH2:19][CH3:20])[CH2:22][CH2:23]1)[N:10]=[C:9]([CH3:11])[N:8]=2. The catalyst class is: 8. (10) Reactant: [C:1]([C@@H:3]1[CH2:7][CH2:6][CH2:5][N:4]1[C:8]([C@@H:10]1[C@H:15]2[CH2:16][C@H:12]([C@H:13](OS(C)(=O)=O)[CH2:14]2)[N:11]1[C:22]([O:24][C:25]([CH3:28])([CH3:27])[CH3:26])=[O:23])=[O:9])#[N:2].[NH:29]1[CH2:33][CH2:32][CH2:31][CH2:30]1. Product: [C:1]([C@@H:3]1[CH2:7][CH2:6][CH2:5][N:4]1[C:8]([C@@H:10]1[C@H:15]2[CH2:16][C@H:12]([C@H:13]([N:29]3[CH2:33][CH2:32][CH2:31][CH2:30]3)[CH2:14]2)[N:11]1[C:22]([O:24][C:25]([CH3:27])([CH3:26])[CH3:28])=[O:23])=[O:9])#[N:2]. The catalyst class is: 9.